From a dataset of Full USPTO retrosynthesis dataset with 1.9M reactions from patents (1976-2016). Predict the reactants needed to synthesize the given product. (1) Given the product [Br:1][C:2]1[CH:7]=[CH:6][C:5]([C:15]2[CH:14]=[CH:13][CH:12]=[C:11]([CH2:9][CH3:10])[CH:16]=2)=[CH:4][CH:3]=1, predict the reactants needed to synthesize it. The reactants are: [Br:1][C:2]1[CH:7]=[CH:6][C:5](I)=[CH:4][CH:3]=1.[CH2:9]([C:11]1[CH:12]=[C:13](B(O)O)[CH:14]=[CH:15][CH:16]=1)[CH3:10].C(=O)([O-])[O-].[K+].[K+].C1(C)C=CC=CC=1. (2) Given the product [Cl:1][C:2]1[N:7]=[CH:6][C:5]2[C:8](=[C:17]3[C:18]4[C:23](=[CH:22][CH:21]=[CH:20][CH:19]=4)[NH:15][C:16]3=[O:24])[O:9][CH:10]([CH2:11][CH3:12])[C:4]=2[C:3]=1[Cl:14], predict the reactants needed to synthesize it. The reactants are: [Cl:1][C:2]1[N:7]=[CH:6][C:5]2[C:8](=O)[O:9][CH:10]([CH2:11][CH3:12])[C:4]=2[C:3]=1[Cl:14].[NH:15]1[C:23]2[C:18](=[CH:19][CH:20]=[CH:21][CH:22]=2)[CH2:17][C:16]1=[O:24]. (3) Given the product [CH2:1]([N:3]1[C:8]2[N:9]=[C:10]([NH:37][CH2:36][CH2:35][CH:32]3[CH2:31][CH2:30][N:29]([CH2:27][CH3:28])[CH2:34][CH2:33]3)[N:11]=[CH:12][C:7]=2[CH:6]=[C:5]([C:16]2[CH:21]=[CH:20][CH:19]=[CH:18][C:17]=2[S:22]([CH3:25])(=[O:23])=[O:24])[C:4]1=[O:26])[CH3:2], predict the reactants needed to synthesize it. The reactants are: [CH2:1]([N:3]1[C:8]2[N:9]=[C:10](S(C)=O)[N:11]=[CH:12][C:7]=2[CH:6]=[C:5]([C:16]2[CH:21]=[CH:20][CH:19]=[CH:18][C:17]=2[S:22]([CH3:25])(=[O:24])=[O:23])[C:4]1=[O:26])[CH3:2].[CH2:27]([N:29]1[CH2:34][CH2:33][CH:32]([CH2:35][CH2:36][NH2:37])[CH2:31][CH2:30]1)[CH3:28].CCN(C(C)C)C(C)C. (4) Given the product [CH2:1]([O:3][C:4](=[O:11])[C:5]([OH:6])([C:7]([F:8])([F:10])[F:9])[CH:45]([CH3:46])[C:44]([C:40]1[CH:41]=[CH:42][CH:43]=[C:38]([F:37])[C:39]=1[O:48][CH3:49])=[CH2:47])[CH3:2], predict the reactants needed to synthesize it. The reactants are: [CH2:1]([O:3][C:4](=[O:11])[C:5]([C:7]([F:10])([F:9])[F:8])=[O:6])[CH3:2].[O-]S(C(F)(F)F)(=O)=O.[Yb+3].[O-]S(C(F)(F)F)(=O)=O.[O-]S(C(F)(F)F)(=O)=O.[F:37][C:38]1[CH:43]=[CH:42][CH:41]=[C:40]([C:44]([CH3:47])=[CH:45][CH3:46])[C:39]=1[O:48][CH3:49]. (5) Given the product [Cl:1][C:2]1[C:3]([NH:8][C:9]2[S:10][CH:11]=[C:12]([C:14]([NH:25][C:23]3[CH:22]=[CH:55][C:46]([CH:47]([CH3:52])[CH3:48])=[CH:45][CH:24]=3)=[O:16])[N:13]=2)=[N:4][CH:5]=[CH:6][CH:7]=1, predict the reactants needed to synthesize it. The reactants are: [Cl:1][C:2]1[C:3]([NH:8][C:9]2[S:10][CH:11]=[C:12]([C:14]([O:16]CC)=O)[N:13]=2)=[N:4][CH:5]=[CH:6][CH:7]=1.NC1S[CH:22]=[C:23]([C:25](OCC)=O)[N:24]=1.ClC1C(Cl)=CC=CN=1.C1(P(C2C=CC=CC=2)[C:45]2C=C[C:52]3[C:47](=[CH:48]C=CC=3)[C:46]=2[C:55]2C3C(=CC=CC=3)C=CC=2P(C2C=CC=CC=2)C2C=CC=CC=2)C=CC=CC=1.C(=O)([O-])[O-].[K+].[K+]. (6) The reactants are: [CH3:1][O:2][CH:3]([O:12][CH3:13])[C:4]1[CH:5]=[CH:6][C:7]([CH:10]=O)=[N:8][CH:9]=1.C(OP([CH2:22][C:23]([O:25][C:26]([CH3:29])([CH3:28])[CH3:27])=[O:24])(OCC)=O)C.[H-].[Na+]. Given the product [C:26]([O:25][C:23](=[O:24])[CH:22]=[CH:10][C:7]1[CH:6]=[CH:5][C:4]([CH:3]([O:12][CH3:13])[O:2][CH3:1])=[CH:9][N:8]=1)([CH3:29])([CH3:28])[CH3:27], predict the reactants needed to synthesize it. (7) Given the product [C:3]([O:2][CH3:1])(=[O:7])[C:4]([CH3:6])=[CH2:5].[C:8]([O:13][CH2:14][CH3:15])(=[O:12])[C:9]([CH3:11])=[CH2:10], predict the reactants needed to synthesize it. The reactants are: [CH3:1][O:2][C:3](=[O:7])[C:4]([CH3:6])=[CH2:5].[C:8]([O:13][CH2:14][CH3:15])(=[O:12])[C:9]([CH3:11])=[CH2:10]. (8) Given the product [CH3:1][O:2][C:3](=[O:29])[CH:4]=[C:5]([C:7]1[CH:28]=[CH:27][C:10]2[S:11][CH:12]=[C:13]([C:14]3[CH:19]=[C:18]([CH:20]([CH3:22])[CH3:21])[CH:17]=[C:16]([CH:23]([CH3:24])[CH3:25])[C:15]=3[O:26][CH3:31])[C:9]=2[CH:8]=1)[CH3:6], predict the reactants needed to synthesize it. The reactants are: [CH3:1][O:2][C:3](=[O:29])[CH:4]=[C:5]([C:7]1[CH:28]=[CH:27][C:10]2[S:11][CH:12]=[C:13]([C:14]3[CH:19]=[C:18]([CH:20]([CH3:22])[CH3:21])[CH:17]=[C:16]([CH:23]([CH3:25])[CH3:24])[C:15]=3[OH:26])[C:9]=2[CH:8]=1)[CH3:6].I[CH3:31].[F-].[Cs+].O. (9) Given the product [Cl:35][C:4]1[C:5]([NH:13][C:14](=[O:34])[C:15]2[CH:20]=[CH:19][C:18]([N:21]3[CH2:26][CH2:25][N:24]([C:27](=[O:32])[C:28]([CH3:30])([CH3:29])[CH3:31])[CH2:23][C@H:22]3[CH3:33])=[N:17][CH:16]=2)=[CH:6][C:7]([O:8][C:9]([F:11])([F:12])[F:10])=[C:2]([B:41]([OH:44])[OH:42])[CH:3]=1, predict the reactants needed to synthesize it. The reactants are: Br[C:2]1[C:7]([O:8][C:9]([F:12])([F:11])[F:10])=[CH:6][C:5]([NH:13][C:14](=[O:34])[C:15]2[CH:20]=[CH:19][C:18]([N:21]3[CH2:26][CH2:25][N:24]([C:27](=[O:32])[C:28]([CH3:31])([CH3:30])[CH3:29])[CH2:23][C@H:22]3[CH3:33])=[N:17][CH:16]=2)=[C:4]([Cl:35])[CH:3]=1.O1CCCC1.[B:41](OC)([O:44]C)[O:42]C.Cl.